This data is from Forward reaction prediction with 1.9M reactions from USPTO patents (1976-2016). The task is: Predict the product of the given reaction. (1) Given the reactants [NH2:1][C:2]1[C:3]2[N:4]([C:8]([C@@H:28]3[CH2:32][CH2:31][CH2:30][NH:29]3)=[N:9][C:10]=2[C:11]2[CH:27]=[CH:26][C:14]([C:15]([NH:17][C:18]3[CH:23]=[C:22]([CH2:24][CH3:25])[CH:21]=[CH:20][N:19]=3)=[O:16])=[CH:13][CH:12]=2)[CH:5]=[CH:6][N:7]=1.[CH3:33][O:34][CH2:35]/[CH:36]=[CH:37]/[C:38](O)=[O:39], predict the reaction product. The product is: [NH2:1][C:2]1[C:3]2[N:4]([C:8]([C@@H:28]3[CH2:32][CH2:31][CH2:30][N:29]3[C:38](=[O:39])/[CH:37]=[CH:36]/[CH2:35][O:34][CH3:33])=[N:9][C:10]=2[C:11]2[CH:27]=[CH:26][C:14]([C:15]([NH:17][C:18]3[CH:23]=[C:22]([CH2:24][CH3:25])[CH:21]=[CH:20][N:19]=3)=[O:16])=[CH:13][CH:12]=2)[CH:5]=[CH:6][N:7]=1. (2) Given the reactants [F:1][C:2]1[CH:3]=[C:4]([C@:13]2([NH:23][C:24]([C:26]3[CH:35]=[CH:34][C:29]([C:30]([O:32]C)=[O:31])=[C:28]([CH:36]=[CH2:37])[CH:27]=3)=[O:25])[C:18]3=[N:19][CH:20]=[CH:21][CH:22]=[C:17]3[O:16][CH2:15][CH2:14]2)[CH:5]=[CH:6][C:7]=1[O:8][C:9]([F:12])([F:11])[F:10].[OH-].[Na+], predict the reaction product. The product is: [F:1][C:2]1[CH:3]=[C:4]([C@:13]2([NH:23][C:24]([C:26]3[CH:35]=[CH:34][C:29]([C:30]([OH:32])=[O:31])=[C:28]([CH:36]=[CH2:37])[CH:27]=3)=[O:25])[C:18]3=[N:19][CH:20]=[CH:21][CH:22]=[C:17]3[O:16][CH2:15][CH2:14]2)[CH:5]=[CH:6][C:7]=1[O:8][C:9]([F:11])([F:10])[F:12]. (3) Given the reactants Cl[CH2:2][CH2:3][O:4][C:5]1[CH:10]=[CH:9][C:8](/[C:11](/[C:25]2[CH:30]=[CH:29][C:28]([OH:31])=[CH:27][CH:26]=2)=[C:12](\[CH:15]2[CH2:24][CH2:23][C:18]3([O:22][CH2:21][CH2:20][O:19]3)[CH2:17][CH2:16]2)/[CH2:13][CH3:14])=[CH:7][CH:6]=1.[CH3:32][NH2:33], predict the reaction product. The product is: [CH3:32][NH:33][CH2:2][CH2:3][O:4][C:5]1[CH:10]=[CH:9][C:8](/[C:11](/[C:25]2[CH:30]=[CH:29][C:28]([OH:31])=[CH:27][CH:26]=2)=[C:12](\[CH:15]2[CH2:24][CH2:23][C:18]3([O:22][CH2:21][CH2:20][O:19]3)[CH2:17][CH2:16]2)/[CH2:13][CH3:14])=[CH:7][CH:6]=1. (4) Given the reactants [C:1]([C:5]1[CH:6]=[C:7]([CH:41]=O)[C:8]([O:39][CH3:40])=[C:9]([NH:11][C:12]([C:14]2[N:15]([CH3:38])[C:16]3[C:21]([CH:22]=2)=[CH:20][CH:19]=[CH:18][C:17]=3[CH2:23][N:24]2[CH2:29][CH2:28][N:27]([C:30]([C@@H:32]3[CH2:36][CH2:35][CH2:34][N:33]3[CH3:37])=[O:31])[CH2:26][CH2:25]2)=[O:13])[CH:10]=1)([CH3:4])([CH3:3])[CH3:2].[CH3:43][N:44]1[CH2:49][CH2:48][NH:47][CH2:46][CH2:45]1.C(O[BH-](OC(=O)C)OC(=O)C)(=O)C.[Na+].C(=O)([O-])O.[Na+], predict the reaction product. The product is: [C:1]([C:5]1[CH:6]=[C:7]([CH2:41][N:47]2[CH2:48][CH2:49][N:44]([CH3:43])[CH2:45][CH2:46]2)[C:8]([O:39][CH3:40])=[C:9]([NH:11][C:12]([C:14]2[N:15]([CH3:38])[C:16]3[C:21]([CH:22]=2)=[CH:20][CH:19]=[CH:18][C:17]=3[CH2:23][N:24]2[CH2:25][CH2:26][N:27]([C:30]([C@@H:32]3[CH2:36][CH2:35][CH2:34][N:33]3[CH3:37])=[O:31])[CH2:28][CH2:29]2)=[O:13])[CH:10]=1)([CH3:3])([CH3:4])[CH3:2]. (5) The product is: [NH2:7][C@H:8]([CH2:9][CH3:10])[CH2:11][NH:12][C:13]1[CH:18]=[CH:17][N:16]=[C:15]([C:19]2[CH:24]=[C:23]([C:25](=[O:32])[CH3:26])[CH:22]=[CH:21][C:20]=2[OH:27])[N:14]=1. Given the reactants C(OC(=O)[NH:7][C@@H:8]([CH2:11][NH:12][C:13]1[CH:18]=[CH:17][N:16]=[C:15]([C:19]2[CH:24]=[C:23]([C:25]#[CH:26])[CH:22]=[CH:21][C:20]=2[OH:27])[N:14]=1)[CH2:9][CH3:10])(C)(C)C.FC(F)(F)C(O)=[O:32], predict the reaction product.